Dataset: Forward reaction prediction with 1.9M reactions from USPTO patents (1976-2016). Task: Predict the product of the given reaction. Given the reactants [C:1]([C:3]1[CH:46]=[CH:45][C:6]2[N:7](COCC[Si](C)(C)C)[C:8]([CH:10]([C:16]3[C:24]([CH3:25])=[CH:23][C:22]([CH3:26])=[C:21]4[C:17]=3[CH:18]=[CH:19][N:20]4S(C3C=CC(C)=CC=3)(=O)=O)[NH:11][S:12]([CH3:15])(=[O:14])=[O:13])=[N:9][C:5]=2[CH:4]=1)#[N:2].C(C1C=CC2N=C(C(C3C(C)=CC(C)=C4C=3C=CN4S(C3C=CC(C)=CC=3)(=O)=O)NS(C)(=O)=O)N(COCC[Si](C)(C)C)C=2C=1)#N, predict the reaction product. The product is: [C:1]([C:3]1[CH:46]=[CH:45][C:6]2[NH:7][C:8]([CH:10]([C:16]3[C:24]([CH3:25])=[CH:23][C:22]([CH3:26])=[C:21]4[C:17]=3[CH:18]=[CH:19][NH:20]4)[NH:11][S:12]([CH3:15])(=[O:14])=[O:13])=[N:9][C:5]=2[CH:4]=1)#[N:2].